This data is from Reaction yield outcomes from USPTO patents with 853,638 reactions. The task is: Predict the reaction yield, written as a fraction of the theoretical maximum amount of product (1.0 means a 100% yield; for example, 0.34 means a 34% yield). (1) The reactants are [CH2:1]([O:3][C:4]([C:6]1[S:7][C:8](S(C)(=O)=O)=[C:9]2[C:14](=[O:15])[CH2:13][CH2:12][CH2:11][C:10]=12)=[O:5])[CH3:2].[CH3:20][Mg]Br.C(O)(=O)CC(CC(O)=O)(C(O)=O)O. The catalyst is O1CCCC1.CCOCC. The product is [CH2:1]([O:3][C:4]([C:6]1[S:7][C:8]([CH3:20])=[C:9]2[C:14](=[O:15])[CH2:13][CH2:12][CH2:11][C:10]=12)=[O:5])[CH3:2]. The yield is 0.270. (2) The reactants are NO.[C:3]([C:6]1[CH:35]=[CH:34][C:9]([O:10][CH2:11][C:12]2[CH:17]=[CH:16][C:15]([CH:18]([O:27][CH:28]3[CH2:33][CH2:32][CH2:31][CH2:30][O:29]3)[C:19]3[CH:20]=[C:21]([CH:24]=[CH:25][CH:26]=3)[C:22]#[N:23])=[CH:14][CH:13]=2)=[C:8]([CH2:36][CH2:37][CH3:38])[C:7]=1[OH:39])(=[O:5])[CH3:4].[N:40]1C=CC=CC=1.Cl[C:47]([O:49]CC(CC)CCCC)=[O:48]. The catalyst is C(O)C.O1CCCC1.Cl.CO.O. The product is [C:3]([C:6]1[CH:35]=[CH:34][C:9]([O:10][CH2:11][C:12]2[CH:17]=[CH:16][C:15]([CH:18]([O:27][CH:28]3[CH2:33][CH2:32][CH2:31][CH2:30][O:29]3)[C:19]3[CH:20]=[C:21]([C:22]4[NH:40][C:47](=[O:48])[O:49][N:23]=4)[CH:24]=[CH:25][CH:26]=3)=[CH:14][CH:13]=2)=[C:8]([CH2:36][CH2:37][CH3:38])[C:7]=1[OH:39])(=[O:5])[CH3:4]. The yield is 0.0240. (3) The reactants are [OH:1][C@@H:2]1[C@H:7]([NH:8][C:9](=[O:15])[O:10][C:11]([CH3:14])([CH3:13])[CH3:12])[CH:6]=[C:5]([C:16]2[CH:21]=[CH:20][N:19]=[CH:18][C:17]=2[N+:22]([O-:24])=[O:23])[CH2:4][C@@H:3]1[CH3:25].[CH3:26][S:27](Cl)(=[O:29])=[O:28]. The catalyst is N1C=CC=CC=1. The product is [CH3:26][S:27]([O:1][C@H:2]1[C@@H:3]([CH3:25])[CH2:4][C:5]([C:16]2[CH:21]=[CH:20][N:19]=[CH:18][C:17]=2[N+:22]([O-:24])=[O:23])=[CH:6][C@H:7]1[NH:8][C:9]([O:10][C:11]([CH3:12])([CH3:13])[CH3:14])=[O:15])(=[O:29])=[O:28]. The yield is 0.460. (4) The reactants are [CH3:1][O:2][C:3]1[CH:4]=[C:5]([C:11]([N+:23]([O-])=O)=[CH:12][C:13]=1[O:14][CH2:15][CH:16]1[CH2:21][CH2:20][N:19]([CH3:22])[CH2:18][CH2:17]1)[C:6]([O:8][CH2:9][CH3:10])=[O:7].[H][H]. The catalyst is CO.[Pt]. The product is [NH2:23][C:11]1[C:5]([C:6]([O:8][CH2:9][CH3:10])=[O:7])=[CH:4][C:3]([O:2][CH3:1])=[C:13]([O:14][CH2:15][CH:16]2[CH2:21][CH2:20][N:19]([CH3:22])[CH2:18][CH2:17]2)[CH:12]=1. The yield is 0.800.